This data is from Catalyst prediction with 721,799 reactions and 888 catalyst types from USPTO. The task is: Predict which catalyst facilitates the given reaction. (1) The catalyst class is: 2. Reactant: [O:1]1[C:5]2([CH2:10][CH2:9][CH:8]([C:11]([C:13]3[S:17][CH:16]=[C:15]([C:18]([O:20][CH3:21])=[O:19])[C:14]=3[CH3:22])=[CH2:12])[CH2:7][CH2:6]2)[O:4][CH2:3][CH2:2]1. Product: [O:4]1[C:5]2([CH2:10][CH2:9][CH:8]([C@H:11]([C:13]3[S:17][CH:16]=[C:15]([C:18]([O:20][CH3:21])=[O:19])[C:14]=3[CH3:22])[CH3:12])[CH2:7][CH2:6]2)[O:1][CH2:2][CH2:3]1. (2) Reactant: [N:1]1([C:5]2[N:10]=[CH:9][N:8]=[C:7]([NH:11][C:12]3[CH:20]=[CH:19][C:15]([C:16]([OH:18])=[O:17])=[CH:14][CH:13]=3)[CH:6]=2)[CH2:4][CH2:3][CH2:2]1.[Si](C=[N+]=[N-])(C)(C)[CH3:22]. Product: [CH3:22][O:17][C:16](=[O:18])[C:15]1[CH:19]=[CH:20][C:12]([NH:11][C:7]2[CH:6]=[C:5]([N:1]3[CH2:2][CH2:3][CH2:4]3)[N:10]=[CH:9][N:8]=2)=[CH:13][CH:14]=1. The catalyst class is: 224. (3) Reactant: [C:1]([O:5][C:6]([N:8]1[C:17]2[C:12](=[N:13][C:14]([O:18][CH3:19])=[CH:15][CH:16]=2)[C@@H:11]([NH:20][C:21]2[N:26]=[CH:25][C:24]([Br:27])=[CH:23][N:22]=2)[CH2:10][C@H:9]1[CH2:28][CH3:29])=[O:7])([CH3:4])([CH3:3])[CH3:2].[H-].[Na+].[F:32][C:33]([F:47])([F:46])[C:34]1[CH:35]=[C:36]([CH:39]=[C:40]([C:42]([F:45])([F:44])[F:43])[CH:41]=1)[CH2:37]Br.C(O)(=O)CC(CC(O)=O)(C(O)=O)O. Product: [C:1]([O:5][C:6]([N:8]1[C:17]2[C:12](=[N:13][C:14]([O:18][CH3:19])=[CH:15][CH:16]=2)[C@@H:11]([NH:20][C:21]2[N:22]=[C:23]([CH2:37][C:36]3[CH:39]=[C:40]([C:42]([F:44])([F:45])[F:43])[CH:41]=[C:34]([C:33]([F:32])([F:46])[F:47])[CH:35]=3)[C:24]([Br:27])=[CH:25][N:26]=2)[CH2:10][C@H:9]1[CH2:28][CH3:29])=[O:7])([CH3:4])([CH3:3])[CH3:2]. The catalyst class is: 9.